From a dataset of Reaction yield outcomes from USPTO patents with 853,638 reactions. Predict the reaction yield, written as a fraction of the theoretical maximum amount of product (1.0 means a 100% yield; for example, 0.34 means a 34% yield). (1) The reactants are C[O:2][C:3]1[CH:4]=[C:5]2[C:10](=[CH:11][CH:12]=1)[CH:9]([C:13]1[CH:18]=[CH:17][C:16]([CH:19]=[CH:20][C:21]([OH:23])=[O:22])=[CH:15][CH:14]=1)[CH:8]([C:24]1[CH:29]=[CH:28][CH:27]=[CH:26][CH:25]=1)[CH2:7][CH2:6]2.B(Br)(Br)Br. The catalyst is C(Cl)Cl. The product is [OH:2][C:3]1[CH:4]=[C:5]2[C:10](=[CH:11][CH:12]=1)[CH:9]([C:13]1[CH:18]=[CH:17][C:16]([CH:19]=[CH:20][C:21]([OH:23])=[O:22])=[CH:15][CH:14]=1)[CH:8]([C:24]1[CH:29]=[CH:28][CH:27]=[CH:26][CH:25]=1)[CH2:7][CH2:6]2. The yield is 0.390. (2) The reactants are C([S@@]([N:7]1[CH2:11][CH2:10][CH2:9][C@@H:8]1[C:12]1[CH:13]=[N:14][CH:15]=[C:16]([F:18])[CH:17]=1)=O)(C)(C)C.Cl. The catalyst is CO. The product is [F:18][C:16]1[CH:15]=[N:14][CH:13]=[C:12]([C@H:8]2[CH2:9][CH2:10][CH2:11][NH:7]2)[CH:17]=1. The yield is 0.950. (3) The reactants are [F:1][C:2]1[CH:3]=[C:4]([CH:8]=[C:9]([F:12])[C:10]=1F)[C:5]([OH:7])=[O:6].[CH2:13]([OH:15])[CH3:14].[H-].[Na+]. The catalyst is CN(C=O)C. The product is [CH2:13]([O:15][C:10]1[C:9]([F:12])=[CH:8][C:4]([C:5]([OH:7])=[O:6])=[CH:3][C:2]=1[F:1])[CH3:14]. The yield is 0.690. (4) The reactants are [F:1][C:2]1([F:34])[O:6][C:5]2[CH:7]=[CH:8][C:9]([C:11]3([C:14]([NH:16][C@H:17]4[CH2:22][CH2:21][O:20][C@@H:19]([C:23]5[CH:32]=[CH:31][C:26]([C:27]([O:29]C)=[O:28])=[CH:25][C:24]=5[CH3:33])[CH2:18]4)=[O:15])[CH2:13][CH2:12]3)=[CH:10][C:4]=2[O:3]1.[OH-].[Na+]. The catalyst is C(O)C. The product is [F:34][C:2]1([F:1])[O:6][C:5]2[CH:7]=[CH:8][C:9]([C:11]3([C:14]([NH:16][C@H:17]4[CH2:22][CH2:21][O:20][C@@H:19]([C:23]5[CH:32]=[CH:31][C:26]([C:27]([OH:29])=[O:28])=[CH:25][C:24]=5[CH3:33])[CH2:18]4)=[O:15])[CH2:12][CH2:13]3)=[CH:10][C:4]=2[O:3]1. The yield is 0.900.